This data is from Ames mutagenicity test results for genotoxicity prediction. The task is: Regression/Classification. Given a drug SMILES string, predict its toxicity properties. Task type varies by dataset: regression for continuous values (e.g., LD50, hERG inhibition percentage) or binary classification for toxic/non-toxic outcomes (e.g., AMES mutagenicity, cardiotoxicity, hepatotoxicity). Dataset: ames. (1) The drug is CCCCCCCCCCCCCCCC(=O)OCC(O)C1OC(O)=C(O)C1=O. The result is 0 (non-mutagenic). (2) The molecule is CCCN(CCC)S(=O)(=O)c1ccc(C(=O)O)cc1. The result is 0 (non-mutagenic). (3) The compound is Cn1nc(C2CC2)cc1N. The result is 1 (mutagenic). (4) The drug is [O-][n+]1cccc2c1C1OC1C=C2. The result is 0 (non-mutagenic). (5) The drug is CN(C)c1ccc(/C=C/C=O)cc1. The result is 0 (non-mutagenic).